From a dataset of Catalyst prediction with 721,799 reactions and 888 catalyst types from USPTO. Predict which catalyst facilitates the given reaction. (1) Reactant: [Br:1][C:2]1[CH:7]=[CH:6][CH:5]=[CH:4][C:3]=1[OH:8].[F:9][C:10]([F:14])([F:13])[CH2:11]I.C(=O)([O-])[O-].[K+].[K+].CN(C=O)C. Product: [F:9][C:10]([F:14])([F:13])[CH2:11][O:8][C:3]1[CH:4]=[CH:5][CH:6]=[CH:7][C:2]=1[Br:1]. The catalyst class is: 6. (2) Reactant: [C:1]([O:5][C:6]([N:8]1[CH2:13][C:12](=[CH:14]O)[C:11](=O)[CH2:10][CH:9]1[C:17]1[CH:22]=[CH:21][CH:20]=[CH:19][CH:18]=1)=[O:7])([CH3:4])([CH3:3])[CH3:2].O.[NH2:24][NH2:25]. Product: [C:1]([O:5][C:6]([N:8]1[CH:9]([C:17]2[CH:22]=[CH:21][CH:20]=[CH:19][CH:18]=2)[CH2:10][C:11]2[NH:24][N:25]=[CH:14][C:12]=2[CH2:13]1)=[O:7])([CH3:4])([CH3:3])[CH3:2]. The catalyst class is: 5. (3) Reactant: [CH3:1][N:2]1[CH2:7][CH2:6][CH:5]([O:8][CH:9]2[C:18]3[CH:19]=[CH:20][CH:21]=[CH:22][C:17]=3[CH2:16][CH2:15][N:14]3[C:10]2=[N:11][CH:12]=[C:13]3C#CC2C=CC=CC=2)[CH2:4][CH2:3]1. Product: [CH3:1][N:2]1[CH2:3][CH2:4][CH:5]([O:8][CH:9]2[C:18]3[CH:19]=[CH:20][CH:21]=[CH:22][C:17]=3[CH2:16][CH2:15][N:14]3[C:10]2=[N:11][C:12]([CH2:15][CH2:16][C:17]2[CH:22]=[CH:21][CH:20]=[CH:19][CH:18]=2)=[CH:13]3)[CH2:6][CH2:7]1. The catalyst class is: 458.